This data is from Reaction yield outcomes from USPTO patents with 853,638 reactions. The task is: Predict the reaction yield, written as a fraction of the theoretical maximum amount of product (1.0 means a 100% yield; for example, 0.34 means a 34% yield). The reactants are [Cl:1][C:2]1[N:10]=[C:9]2[C:5]([N:6]=[CH:7][N:8]2[CH3:11])=[C:4](Cl)[N:3]=1.[CH2:13]([NH2:21])[CH2:14][C:15]1[CH:20]=[CH:19][CH:18]=[CH:17][CH:16]=1.C(N(CC)CC)C. The catalyst is CCCCO. The product is [Cl:1][C:2]1[N:10]=[C:9]2[C:5]([N:6]=[CH:7][N:8]2[CH3:11])=[C:4]([NH:21][CH2:13][CH2:14][C:15]2[CH:20]=[CH:19][CH:18]=[CH:17][CH:16]=2)[N:3]=1. The yield is 0.830.